This data is from Reaction yield outcomes from USPTO patents with 853,638 reactions. The task is: Predict the reaction yield, written as a fraction of the theoretical maximum amount of product (1.0 means a 100% yield; for example, 0.34 means a 34% yield). The reactants are [CH3:1][O:2][C:3]1[CH:8]=[CH:7][C:6]([O:9][CH3:10])=[CH:5][C:4]=1[S:11][C:12]1[NH:13][C:14]2[C:19]([N:20]=1)=[C:18]([NH2:21])[N:17]=[CH:16][N:15]=2.Br[CH2:23][CH2:24][C:25]1[CH:30]=[CH:29][CH:28]=[C:27]([O:31][C:32]([F:35])([F:34])[F:33])[CH:26]=1. No catalyst specified. The product is [CH3:1][O:2][C:3]1[CH:8]=[CH:7][C:6]([O:9][CH3:10])=[CH:5][C:4]=1[S:11][C:12]1[N:13]([CH2:23][CH2:24][C:25]2[CH:30]=[CH:29][CH:28]=[C:27]([O:31][C:32]([F:33])([F:34])[F:35])[CH:26]=2)[C:14]2[C:19]([N:20]=1)=[C:18]([NH2:21])[N:17]=[CH:16][N:15]=2. The yield is 0.170.